This data is from NCI-60 drug combinations with 297,098 pairs across 59 cell lines. The task is: Regression. Given two drug SMILES strings and cell line genomic features, predict the synergy score measuring deviation from expected non-interaction effect. (1) Drug 1: CC1=C(C=C(C=C1)NC(=O)C2=CC=C(C=C2)CN3CCN(CC3)C)NC4=NC=CC(=N4)C5=CN=CC=C5. Drug 2: CC1CCC2CC(C(=CC=CC=CC(CC(C(=O)C(C(C(=CC(C(=O)CC(OC(=O)C3CCCCN3C(=O)C(=O)C1(O2)O)C(C)CC4CCC(C(C4)OC)O)C)C)O)OC)C)C)C)OC. Cell line: MALME-3M. Synergy scores: CSS=-3.76, Synergy_ZIP=7.01, Synergy_Bliss=8.17, Synergy_Loewe=-10.1, Synergy_HSA=-6.20. (2) Drug 1: CC1=C2C(C(=O)C3(C(CC4C(C3C(C(C2(C)C)(CC1OC(=O)C(C(C5=CC=CC=C5)NC(=O)C6=CC=CC=C6)O)O)OC(=O)C7=CC=CC=C7)(CO4)OC(=O)C)O)C)OC(=O)C. Drug 2: CC12CCC3C(C1CCC2O)C(CC4=C3C=CC(=C4)O)CCCCCCCCCS(=O)CCCC(C(F)(F)F)(F)F. Cell line: HCC-2998. Synergy scores: CSS=7.41, Synergy_ZIP=3.21, Synergy_Bliss=5.81, Synergy_Loewe=6.98, Synergy_HSA=3.42. (3) Drug 1: C1=CC(=CC=C1C#N)C(C2=CC=C(C=C2)C#N)N3C=NC=N3. Drug 2: C1=NC2=C(N=C(N=C2N1C3C(C(C(O3)CO)O)F)Cl)N. Cell line: 786-0. Synergy scores: CSS=-5.67, Synergy_ZIP=3.59, Synergy_Bliss=-2.30, Synergy_Loewe=-35.6, Synergy_HSA=-26.1. (4) Drug 1: COC1=C(C=C2C(=C1)N=CN=C2NC3=CC(=C(C=C3)F)Cl)OCCCN4CCOCC4. Drug 2: COCCOC1=C(C=C2C(=C1)C(=NC=N2)NC3=CC=CC(=C3)C#C)OCCOC.Cl. Cell line: HCT116. Synergy scores: CSS=17.3, Synergy_ZIP=-0.842, Synergy_Bliss=4.14, Synergy_Loewe=-0.191, Synergy_HSA=4.85. (5) Drug 1: COC1=CC(=CC(=C1O)OC)C2C3C(COC3=O)C(C4=CC5=C(C=C24)OCO5)OC6C(C(C7C(O6)COC(O7)C8=CC=CS8)O)O. Drug 2: C1=NC2=C(N=C(N=C2N1C3C(C(C(O3)CO)O)F)Cl)N. Cell line: NCI-H226. Synergy scores: CSS=32.2, Synergy_ZIP=-3.15, Synergy_Bliss=2.92, Synergy_Loewe=2.77, Synergy_HSA=5.10. (6) Drug 1: C1=CN(C(=O)N=C1N)C2C(C(C(O2)CO)O)O.Cl. Drug 2: C1CC(=O)NC(=O)C1N2C(=O)C3=CC=CC=C3C2=O. Cell line: ACHN. Synergy scores: CSS=54.4, Synergy_ZIP=-1.71, Synergy_Bliss=-5.43, Synergy_Loewe=-43.9, Synergy_HSA=-6.12. (7) Drug 1: C1=NC2=C(N1)C(=S)N=C(N2)N. Drug 2: C1=CN(C=N1)CC(O)(P(=O)(O)O)P(=O)(O)O. Cell line: OVCAR3. Synergy scores: CSS=57.7, Synergy_ZIP=-1.23, Synergy_Bliss=-2.13, Synergy_Loewe=-14.4, Synergy_HSA=-0.507. (8) Drug 1: CC1=C2C(C(=O)C3(C(CC4C(C3C(C(C2(C)C)(CC1OC(=O)C(C(C5=CC=CC=C5)NC(=O)OC(C)(C)C)O)O)OC(=O)C6=CC=CC=C6)(CO4)OC(=O)C)OC)C)OC. Drug 2: C1CCN(CC1)CCOC2=CC=C(C=C2)C(=O)C3=C(SC4=C3C=CC(=C4)O)C5=CC=C(C=C5)O. Cell line: MDA-MB-231. Synergy scores: CSS=47.1, Synergy_ZIP=10.7, Synergy_Bliss=12.8, Synergy_Loewe=-10.9, Synergy_HSA=11.8. (9) Drug 1: C1C(C(OC1N2C=NC3=C(N=C(N=C32)Cl)N)CO)O. Drug 2: CS(=O)(=O)CCNCC1=CC=C(O1)C2=CC3=C(C=C2)N=CN=C3NC4=CC(=C(C=C4)OCC5=CC(=CC=C5)F)Cl. Cell line: SNB-75. Synergy scores: CSS=4.66, Synergy_ZIP=-0.550, Synergy_Bliss=0.462, Synergy_Loewe=-3.31, Synergy_HSA=-3.38. (10) Drug 1: CC1=C(C=C(C=C1)NC(=O)C2=CC=C(C=C2)CN3CCN(CC3)C)NC4=NC=CC(=N4)C5=CN=CC=C5. Drug 2: COCCOC1=C(C=C2C(=C1)C(=NC=N2)NC3=CC=CC(=C3)C#C)OCCOC.Cl. Cell line: RXF 393. Synergy scores: CSS=-1.82, Synergy_ZIP=0.269, Synergy_Bliss=-2.09, Synergy_Loewe=-0.903, Synergy_HSA=-2.38.